From a dataset of Experimentally validated miRNA-target interactions with 360,000+ pairs, plus equal number of negative samples. Binary Classification. Given a miRNA mature sequence and a target amino acid sequence, predict their likelihood of interaction. (1) The miRNA is rno-miR-144-3p with sequence UACAGUAUAGAUGAUGUACU. The protein sequence of the target gene is MSLSGASERSVPATKIEITVSCRNLLDLDTFSKSDPMVVLHTQSRASQEWREFGRTEVIDNTLNPDFVRKFVLDYFFEEKQNLRFDVYNVDSKANISKPKDFLGQAFLALGEVIGGQGSRVERPLTGVPGKKCGTILLTAEELSNCRDIATMQLCANKLDKKDFFGKSDPFLVFYRSNEDGTFTICHKTEVVKNTLNPVWQPFSIPVRALCNGDYDRTVKIDVYDWDRDGSHDFIGEFTTSYRELSKAQNQFTVYEVLNPRKKCKKKKYTNSGTVTLLSFSVDSEFTFVDYIKGGTQLNF.... Result: 0 (no interaction). (2) The miRNA is mmu-miR-3109-3p with sequence UAGGGCCAUCUCAUCCAGAUA. The protein sequence of the target gene is MPQNEYIELHRKRYGYRLDYHEKKRKKEGREAHERSKKAKKMIGLKAKLYHKQRHAEKIQMKKTIKMHEKRNTKQKDDEKTPQGAVPAYLLDREGQSRAKVLSNMIKQKRKEKAGKWEVPLPKVRAQGETEVLKVIRTGKRKKKAWKRMVTKVCFVGDGFTRKPPKYERFIRPMGLRFKKAHVTHPELKATFCLPILGVKKNPSSPLYTTLGVITKGTVIEVNVSELGLVTQGGKVIWGKYAQVTNNPENDGCINAVLLV. Result: 0 (no interaction). (3) The protein sequence of the target gene is MAAPWWRAALCECRRWRGFSTSAVLGRRTPPLGPMPNSDIDLSNLERLEKYRSFDRYRRRAEQEAQAPHWWRTYREYFGEKTDPKEKIDIGLPPPKVSRTQQLLERKQAIQELRANVEEERAARLRTASVPLDAVRAEWERTCGPYHKQRLAEYYGLYRDLFHGATFVPRVPLHVAYAVGEDDLMPVYCGNEVTPTEAAQAPEVTYEAEEGSLWTLLLTSLDGHLLEPDAEYLHWLLTNIPGNRVAEGQVTCPYLPPFPARGSGIHRLAFLLFKQDQPIDFSEDARPSPCYQLAQRTFRT.... Result: 0 (no interaction). The miRNA is hsa-miR-432-5p with sequence UCUUGGAGUAGGUCAUUGGGUGG. (4) The miRNA is hsa-miR-3678-5p with sequence UCCGUACAAACUCUGCUGUG. The protein sequence of the target gene is MIMYGGGGAGKDGGSTNHLSDGGVILKKGPWTAAEDEILAAYVRENGEGNWNAVQKNTGLARCGKSCRLRWANHLRPNLKKGSFTGDEERLIIQLHAQLGNKWARMAAQLPGRTDNEIKNYWNTRLKRLLRQGLPLYPPDIIPNHQLHPHPHHQQQQQHNHHHHHHQQQQQHQQMYFQPQSSQRNTPSSSPLPSPTPANAKSSSSFTFHTTTANLLHPLSPHTPNTPSQLSSTPPPPPLSSPLCSPRNNQYPTLPLFALPRSQINNNNNGNFTFPRPPPLLQPPSSLFAKRYNNANTPLN.... Result: 0 (no interaction).